Dataset: Full USPTO retrosynthesis dataset with 1.9M reactions from patents (1976-2016). Task: Predict the reactants needed to synthesize the given product. (1) Given the product [CH3:5][C:6]1[CH2:7][CH:8]2[CH:12]([CH2:11][O:10][C:9]2=[O:16])[CH2:13][CH:14]=1, predict the reactants needed to synthesize it. The reactants are: [Mg].C(Br)C.[CH3:5][C:6]1[CH2:7][CH:8]2[CH:12]([CH2:13][CH:14]=1)[C:11](=O)[O:10][C:9]2=[O:16].S(=O)(=O)(O)O. (2) Given the product [CH:12]([C:15]1[CH:22]=[CH:21][C:18]([C:19]2[NH:1][N:2]=[C:3]([C:5]3[CH:10]=[CH:9][CH:8]=[C:7]([CH3:11])[N:6]=3)[N:4]=2)=[CH:17][CH:16]=1)([CH3:14])[CH3:13], predict the reactants needed to synthesize it. The reactants are: [NH2:1][NH:2][C:3]([C:5]1[CH:10]=[CH:9][CH:8]=[C:7]([CH3:11])[N:6]=1)=[NH:4].[CH:12]([C:15]1[CH:22]=[CH:21][C:18]([CH:19]=O)=[CH:17][CH:16]=1)([CH3:14])[CH3:13]. (3) Given the product [CH3:10][C:2]([O:1][CH2:15][CH2:16][CH2:17][O:18][CH:19]1[CH2:24][CH2:23][CH2:22][CH2:21][O:20]1)([CH3:11])[C:3]([O:5][C:6]([CH3:9])([CH3:8])[CH3:7])=[O:4], predict the reactants needed to synthesize it. The reactants are: [OH:1][C:2]([CH3:11])([CH3:10])[C:3]([O:5][C:6]([CH3:9])([CH3:8])[CH3:7])=[O:4].[H-].[Na+].Br[CH2:15][CH2:16][CH2:17][O:18][CH:19]1[CH2:24][CH2:23][CH2:22][CH2:21][O:20]1.Cl. (4) Given the product [I:24][C:3]1[CH:2]=[N:1][N:5]2[CH2:6][CH2:7][N:8]([C:10]([O:12][C:13]([CH3:16])([CH3:15])[CH3:14])=[O:11])[CH2:9][C:4]=12, predict the reactants needed to synthesize it. The reactants are: [N:1]1[N:5]2[CH2:6][CH2:7][N:8]([C:10]([O:12][C:13]([CH3:16])([CH3:15])[CH3:14])=[O:11])[CH2:9][C:4]2=[CH:3][CH:2]=1.C1C(=O)N([I:24])C(=O)C1. (5) Given the product [ClH:21].[Cl:22][C:17]1[CH:16]=[C:15]([C:10]2([OH:14])[CH2:11][CH2:12][CH2:13][NH:8][CH2:9]2)[CH:20]=[CH:19][C:18]=1[Cl:21], predict the reactants needed to synthesize it. The reactants are: C(OC([N:8]1[CH2:13][CH2:12][CH2:11][C:10]([C:15]2[CH:20]=[CH:19][C:18]([Cl:21])=[C:17]([Cl:22])[CH:16]=2)([OH:14])[CH2:9]1)=O)(C)(C)C. (6) Given the product [C:30]([N:34]1[CH2:38][C@@H:37]([C:39]2[CH:44]=[CH:43][C:42]([F:45])=[CH:41][C:40]=2[F:46])[C@H:36]([C:22]([N:19]2[CH2:18][CH2:17][N:16]([C:9]3[CH:10]=[C:11]([Cl:15])[C:12]([CH3:14])=[CH:13][C:8]=3[CH:5]([NH:4][C:1](=[O:3])[CH3:2])[CH2:6][CH3:7])[CH2:21][CH2:20]2)=[O:24])[CH2:35]1)([CH3:33])([CH3:31])[CH3:32], predict the reactants needed to synthesize it. The reactants are: [C:1]([NH:4][C@H:5]([C:8]1[CH:13]=[C:12]([CH3:14])[C:11]([Cl:15])=[CH:10][C:9]=1[N:16]1[CH2:21][CH2:20][N:19]([C:22]([O:24]C(C)(C)C)=O)[CH2:18][CH2:17]1)[CH2:6][CH3:7])(=[O:3])[CH3:2].Cl.[C:30]([N:34]1[CH2:38][C@@H:37]([C:39]2[CH:44]=[CH:43][C:42]([F:45])=[CH:41][C:40]=2[F:46])[C@H:36](C(O)=O)[CH2:35]1)([CH3:33])([CH3:32])[CH3:31].F[P-](F)(F)(F)(F)F.N1(OC(N(C)C)=[N+](C)C)C2N=CC=CC=2N=N1.CCN(C(C)C)C(C)C.